Dataset: TCR-epitope binding with 47,182 pairs between 192 epitopes and 23,139 TCRs. Task: Binary Classification. Given a T-cell receptor sequence (or CDR3 region) and an epitope sequence, predict whether binding occurs between them. (1) The epitope is TPINLVRDL. The TCR CDR3 sequence is CASSSNQGDNQPQHF. Result: 0 (the TCR does not bind to the epitope). (2) The epitope is RISNCVADY. The TCR CDR3 sequence is CASSLGLAGTLGNEQFF. Result: 0 (the TCR does not bind to the epitope). (3) The epitope is IVTDFSVIK. The TCR CDR3 sequence is CASSRMGARDGYTF. Result: 1 (the TCR binds to the epitope). (4) The epitope is QIKVRVKMV. The TCR CDR3 sequence is CASSLPTGTDTQYF. Result: 0 (the TCR does not bind to the epitope). (5) The epitope is LLFGYPVYV. The TCR CDR3 sequence is CASSQRPTGSYSPLHF. Result: 0 (the TCR does not bind to the epitope). (6) The epitope is QVPLRPMTYK. The TCR CDR3 sequence is CSVEVEGAASYEQYF. Result: 0 (the TCR does not bind to the epitope). (7) The epitope is QIKVRVKMV. The TCR CDR3 sequence is CASSTTVTTTNEKLFF. Result: 0 (the TCR does not bind to the epitope). (8) The epitope is FVDGVPFVV. The TCR CDR3 sequence is CASSEGGTGREFDTPLHF. Result: 1 (the TCR binds to the epitope). (9) The epitope is PROT_97E67BCC. The TCR CDR3 sequence is CASSWSGGGASATQYF. Result: 0 (the TCR does not bind to the epitope). (10) The epitope is SSTFNVPMEKLK. The TCR CDR3 sequence is CASSYFAGWDEQFF. Result: 0 (the TCR does not bind to the epitope).